Dataset: Forward reaction prediction with 1.9M reactions from USPTO patents (1976-2016). Task: Predict the product of the given reaction. Given the reactants [N:1]1([C:7]2[CH:17]=[CH:16][C:10]([C:11]([O:13][CH2:14][CH3:15])=[O:12])=[CH:9][CH:8]=2)[CH2:5][CH2:4][CH2:3][C:2]1=[O:6], predict the reaction product. The product is: [N:1]1([CH:7]2[CH2:8][CH2:9][CH:10]([C:11]([O:13][CH2:14][CH3:15])=[O:12])[CH2:16][CH2:17]2)[CH2:5][CH2:4][CH2:3][C:2]1=[O:6].